From a dataset of Peptide-MHC class II binding affinity with 134,281 pairs from IEDB. Regression. Given a peptide amino acid sequence and an MHC pseudo amino acid sequence, predict their binding affinity value. This is MHC class II binding data. (1) The peptide sequence is QQYTAALSPILFECL. The MHC is HLA-DPA10201-DPB10101 with pseudo-sequence HLA-DPA10201-DPB10101. The binding affinity (normalized) is 0.774. (2) The binding affinity (normalized) is 0.522. The MHC is DRB1_1001 with pseudo-sequence DRB1_1001. The peptide sequence is ALRVIAGALEVHAVK. (3) The MHC is HLA-DQA10501-DQB10301 with pseudo-sequence HLA-DQA10501-DQB10301. The binding affinity (normalized) is 0.762. The peptide sequence is INEPTAALIAYGLDR. (4) The peptide sequence is DQRGSGQVVTYALNT. The MHC is DRB1_0801 with pseudo-sequence DRB1_0801. The binding affinity (normalized) is 0.208.